Dataset: Full USPTO retrosynthesis dataset with 1.9M reactions from patents (1976-2016). Task: Predict the reactants needed to synthesize the given product. (1) Given the product [CH2:3]=[CH:4][C:5]1[CH:10]=[CH:9][CH:8]=[CH:7][CH:6]=1.[CH2:1]=[CH2:2], predict the reactants needed to synthesize it. The reactants are: [CH2:1]=[CH2:2].[CH2:3]=[CH:4][C:5]1[CH:10]=[CH:9][CH:8]=[CH:7][CH:6]=1. (2) Given the product [OH:8][C@H:9]1[CH2:26][CH2:25][C@@:24]2([CH3:27])[C:11](=[CH:12][CH2:13][C@@H:14]3[C@@H:23]2[CH2:22][CH2:21][C@@:19]2([CH3:20])[C@H:15]3[CH2:16][CH:17]=[C:18]2[N:28]2[C:32]3[CH:33]=[CH:34][CH:35]=[CH:36][C:31]=3[N:30]=[CH:29]2)[CH2:10]1, predict the reactants needed to synthesize it. The reactants are: C([O-])(=O)C.C([O:8][C@H:9]1[CH2:26][CH2:25][C@@:24]2([CH3:27])[C:11](=[CH:12][CH2:13][C@@H:14]3[C@@H:23]2[CH2:22][CH2:21][C@@:19]2([CH3:20])[C@H:15]3[CH2:16][CH:17]=[C:18]2[N:28]2[C:32]3[CH:33]=[CH:34][CH:35]=[CH:36][C:31]=3[N:30]=[CH:29]2)[CH2:10]1)(=O)C.[OH-].[K+]. (3) Given the product [CH3:14][O:8][C:7]([C:6]1[CH:5]=[CH:4][S:3][C:2]=1[Br:1])=[O:9], predict the reactants needed to synthesize it. The reactants are: [Br:1][C:2]1[S:3][CH:4]=[CH:5][C:6]=1[C:7]([OH:9])=[O:8].O=S(Cl)Cl.[CH3:14]O. (4) Given the product [Cl:15][C:12]1[CH:11]=[C:10]2[C:9](=[CH:14][CH:13]=1)[NH:8][C:26](=[O:32])[N:47]([CH2:46][C:45]([F:49])([F:48])[F:44])[C:16]2([OH:21])[C:17]([F:20])([F:18])[F:19], predict the reactants needed to synthesize it. The reactants are: C(N(CC)CC)C.[NH2:8][C:9]1[CH:14]=[CH:13][C:12]([Cl:15])=[CH:11][C:10]=1[C:16](=[O:21])[C:17]([F:20])([F:19])[F:18].ClC(Cl)(O[C:26](=[O:32])OC(Cl)(Cl)Cl)Cl.C(Cl)(Cl)=O.FC(F)(F)C=O.[F:44][C:45]([F:49])([F:48])[CH2:46][NH2:47]. (5) Given the product [CH2:28]([N:12]1[CH:13]=[C:9]([B:4]2[O:5][C:6]([CH3:7])([CH3:8])[C:2]([CH3:14])([CH3:1])[O:3]2)[CH:10]=[N:11]1)[CH:27]=[CH2:26], predict the reactants needed to synthesize it. The reactants are: [CH3:1][C:2]1([CH3:14])[C:6]([CH3:8])([CH3:7])[O:5][B:4]([C:9]2[CH:10]=[N:11][NH:12][CH:13]=2)[O:3]1.C(=O)([O-])[O-].[Cs+].[Cs+].CN(C)C=O.[CH2:26](Br)[CH:27]=[CH2:28]. (6) Given the product [C:15]([O:14][C:12]([N:10]1[CH2:11][CH:8]([C:3]2[C:2]([C:30]3[CH:31]=[CH:32][C:27]([O:26][CH3:25])=[CH:28][CH:29]=3)=[N:7][CH:6]=[CH:5][N:4]=2)[CH2:9]1)=[O:13])([CH3:18])([CH3:17])[CH3:16], predict the reactants needed to synthesize it. The reactants are: Cl[C:2]1[C:3]([CH:8]2[CH2:11][N:10]([C:12]([O:14][C:15]([CH3:18])([CH3:17])[CH3:16])=[O:13])[CH2:9]2)=[N:4][CH:5]=[CH:6][N:7]=1.C([O-])([O-])=O.[Na+].[Na+].[CH3:25][O:26][C:27]1[CH:32]=[CH:31][C:30](B(O)O)=[CH:29][CH:28]=1. (7) Given the product [Si:13]([O:12][CH2:11][CH2:10][CH2:9][O:8][C:7]1[CH:6]=[CH:5][C:4]([C:20]2[CH:25]=[CH:24][C:23]([C:26]([O:28][CH2:29][CH3:30])=[O:27])=[C:22]([C:39]3[CH:38]=[CH:37][C:36]([N:31]4[CH2:32][CH2:33][CH2:34][CH2:35]4)=[CH:41][CH:40]=3)[CH:21]=2)=[CH:3][CH:2]=1)([C:16]([CH3:19])([CH3:18])[CH3:17])([CH3:15])[CH3:14], predict the reactants needed to synthesize it. The reactants are: Br[C:2]1[CH:3]=[C:4]([C:20]2[CH:25]=[CH:24][C:23]([C:26]([O:28][CH2:29][CH3:30])=[O:27])=[CH:22][CH:21]=2)[CH:5]=[CH:6][C:7]=1[O:8][CH2:9][CH2:10][CH2:11][O:12][Si:13]([C:16]([CH3:19])([CH3:18])[CH3:17])([CH3:15])[CH3:14].[N:31]1([C:36]2[CH:41]=[CH:40][C:39](B(O)O)=[CH:38][CH:37]=2)[CH2:35][CH2:34][CH2:33][CH2:32]1.C(=O)([O-])[O-].[K+].[K+].[Si](OCCCOC1C=CC(C2C=CC(C(OCC)=O)=CC=2)=CC=1C1C=CC(N2CCCC2)=CC=1)(C(C)(C)C)(C)C. (8) Given the product [F:42][C:19]1[CH:20]=[C:21]([N:24]2[CH2:28][CH:27]([CH2:29][N:30]3[C:31](=[O:40])[C:32]4[C:37](=[CH:36][CH:35]=[CH:34][CH:33]=4)[C:38]3=[O:39])[O:26][C:25]2=[O:41])[CH:22]=[CH:23][C:18]=1[C:16]#[C:17][CH3:1], predict the reactants needed to synthesize it. The reactants are: [CH3:1]C(C)([O-])C.[K+].[N+](=CP(=O)(OC)OC)=[N-].[C:16]([C:18]1[CH:23]=[CH:22][C:21]([N:24]2[CH2:28][CH:27]([CH2:29][N:30]3[C:38](=[O:39])[C:37]4[C:32](=[CH:33][CH:34]=[CH:35][CH:36]=4)[C:31]3=[O:40])[O:26][C:25]2=[O:41])=[CH:20][C:19]=1[F:42])#[CH:17]. (9) Given the product [CH:34]1([NH:7][CH2:8][C:9]2[CH:14]=[CH:13][C:12]([C:15]([N:17]3[CH2:23][CH2:22][CH2:21][N:20]([CH:24]4[CH2:25][CH2:26]4)[CH2:19][CH2:18]3)=[O:16])=[CH:11][C:10]=2[O:27][C:28]2[CH:29]=[N:30][CH:31]=[CH:32][CH:33]=2)[CH2:35][CH2:36]1, predict the reactants needed to synthesize it. The reactants are: C(OC(=O)[N:7]([CH:34]1[CH2:36][CH2:35]1)[CH2:8][C:9]1[CH:14]=[CH:13][C:12]([C:15]([N:17]2[CH2:23][CH2:22][CH2:21][N:20]([CH:24]3[CH2:26][CH2:25]3)[CH2:19][CH2:18]2)=[O:16])=[CH:11][C:10]=1[O:27][C:28]1[CH:29]=[N:30][CH:31]=[CH:32][CH:33]=1)(C)(C)C.C(O)(C(F)(F)F)=O. (10) Given the product [Cl:12][C:11]1[C:6]([C:4]([OH:5])=[O:3])=[N:7][CH:8]=[C:9]([C:13]([F:16])([F:14])[F:15])[CH:10]=1, predict the reactants needed to synthesize it. The reactants are: C([O:3][C:4]([C:6]1[C:11]([Cl:12])=[CH:10][C:9]([C:13]([F:16])([F:15])[F:14])=[CH:8][N:7]=1)=[O:5])C.[OH-].[Na+].